The task is: Predict the product of the given reaction.. This data is from Forward reaction prediction with 1.9M reactions from USPTO patents (1976-2016). (1) Given the reactants [Cl:1][C:2]1[CH:3]=[C:4]([NH:8][CH2:9][C:10]2[C:19]3[C:14](=[C:15]([F:20])[CH:16]=[CH:17][CH:18]=3)[NH:13][C:12](=[O:21])[CH:11]=2)[CH:5]=[CH:6][CH:7]=1.[CH3:22][C:23]1[CH:24]=[N:25][O:26][C:27]=1[C:28](O)=[O:29], predict the reaction product. The product is: [Cl:1][C:2]1[CH:3]=[C:4]([N:8]([CH2:9][C:10]2[C:19]3[C:14](=[C:15]([F:20])[CH:16]=[CH:17][CH:18]=3)[NH:13][C:12](=[O:21])[CH:11]=2)[C:28]([C:27]2[O:26][N:25]=[CH:24][C:23]=2[CH3:22])=[O:29])[CH:5]=[CH:6][CH:7]=1. (2) Given the reactants [CH2:1]([S:3][C:4]1[C:5]([C:10]2[N:19]([CH3:20])[C:13]3=[N:14][CH:15]=[C:16](I)[CH:17]=[C:12]3[N:11]=2)=[N:6][CH:7]=[CH:8][CH:9]=1)[CH3:2].[F:21][C:22]([F:30])([F:29])[C:23]([F:28])([F:27])C([O-])=O.[Na+].N.C(=O)(O)[O-].[Na+], predict the reaction product. The product is: [CH2:1]([S:3][C:4]1[C:5]([C:10]2[N:19]([CH3:20])[C:13]3=[N:14][CH:15]=[C:16]([C:23]([F:28])([F:27])[C:22]([F:30])([F:29])[F:21])[CH:17]=[C:12]3[N:11]=2)=[N:6][CH:7]=[CH:8][CH:9]=1)[CH3:2]. (3) Given the reactants [Cl:1][C:2]1[N:6]2[N:7]=[C:8]([CH:20]([CH3:22])[CH3:21])[C:9]([CH:18]=O)=[C:10]([C:11]3[CH:16]=[CH:15][C:14]([F:17])=[CH:13][CH:12]=3)[C:5]2=[CH:4][CH:3]=1.[OH-].[Na+].[CH3:25][C:26]([CH3:28])=[O:27], predict the reaction product. The product is: [Cl:1][C:2]1[N:6]2[N:7]=[C:8]([CH:20]([CH3:22])[CH3:21])[C:9](/[CH:18]=[CH:25]/[C:26](=[O:27])[CH3:28])=[C:10]([C:11]3[CH:16]=[CH:15][C:14]([F:17])=[CH:13][CH:12]=3)[C:5]2=[CH:4][CH:3]=1.